This data is from NCI-60 drug combinations with 297,098 pairs across 59 cell lines. The task is: Regression. Given two drug SMILES strings and cell line genomic features, predict the synergy score measuring deviation from expected non-interaction effect. (1) Drug 1: CC1=C2C(C(=O)C3(C(CC4C(C3C(C(C2(C)C)(CC1OC(=O)C(C(C5=CC=CC=C5)NC(=O)C6=CC=CC=C6)O)O)OC(=O)C7=CC=CC=C7)(CO4)OC(=O)C)O)C)OC(=O)C. Drug 2: COCCOC1=C(C=C2C(=C1)C(=NC=N2)NC3=CC=CC(=C3)C#C)OCCOC.Cl. Cell line: RXF 393. Synergy scores: CSS=18.7, Synergy_ZIP=4.74, Synergy_Bliss=6.31, Synergy_Loewe=4.27, Synergy_HSA=5.19. (2) Drug 1: C1=C(C(=O)NC(=O)N1)F. Drug 2: CC1=C(C(CCC1)(C)C)C=CC(=CC=CC(=CC(=O)O)C)C. Cell line: A549. Synergy scores: CSS=49.9, Synergy_ZIP=1.13, Synergy_Bliss=-1.67, Synergy_Loewe=3.18, Synergy_HSA=4.00. (3) Drug 1: CC1OCC2C(O1)C(C(C(O2)OC3C4COC(=O)C4C(C5=CC6=C(C=C35)OCO6)C7=CC(=C(C(=C7)OC)O)OC)O)O. Drug 2: C1CN1P(=S)(N2CC2)N3CC3. Cell line: MOLT-4. Synergy scores: CSS=82.3, Synergy_ZIP=-0.279, Synergy_Bliss=-1.09, Synergy_Loewe=-2.59, Synergy_HSA=0.844.